This data is from Full USPTO retrosynthesis dataset with 1.9M reactions from patents (1976-2016). The task is: Predict the reactants needed to synthesize the given product. (1) Given the product [C:1]([O:4][C:5]1[C:6](=[CH:10][CH:11]=[CH:12][CH:13]=1)[C:7]([Cl:17])=[O:8])(=[O:3])[CH3:2], predict the reactants needed to synthesize it. The reactants are: [C:1]([O:4][C:5]1[C:6](=[CH:10][CH:11]=[CH:12][CH:13]=1)[C:7](O)=[O:8])(=[O:3])[CH3:2].C(Cl)(=O)C([Cl:17])=O. (2) Given the product [C:1]([C:3]1[C:4]([N:21]2[CH2:26][CH2:25][CH:24]([C:27](=[O:28])[NH:38][S:35]([CH2:34][CH:30]3[CH2:33][CH2:32][CH2:31]3)(=[O:37])=[O:36])[CH2:23][CH2:22]2)=[N:5][C:6]([CH2:14][N:15]2[CH2:19][CH2:18][CH2:17][C:16]2=[O:20])=[C:7]([CH:8]=1)[C:9]([O:11][CH2:12][CH3:13])=[O:10])#[N:2], predict the reactants needed to synthesize it. The reactants are: [C:1]([C:3]1[C:4]([N:21]2[CH2:26][CH2:25][CH:24]([C:27](O)=[O:28])[CH2:23][CH2:22]2)=[N:5][C:6]([CH2:14][N:15]2[CH2:19][CH2:18][CH2:17][C:16]2=[O:20])=[C:7]([C:9]([O:11][CH2:12][CH3:13])=[O:10])[CH:8]=1)#[N:2].[CH:30]1([CH2:34][S:35]([NH2:38])(=[O:37])=[O:36])[CH2:33][CH2:32][CH2:31]1. (3) Given the product [OH:20][CH2:19][C:18]1[CH:23]=[CH:24][C:15]([N:14]([C:25]([O:27][C:28]([CH3:31])([CH3:30])[CH3:29])=[O:26])[C:12]([O:11][C:7]([CH3:10])([CH3:9])[CH3:8])=[O:13])=[N:16][CH:17]=1, predict the reactants needed to synthesize it. The reactants are: [H-].[Al+3].[Li+].[H-].[H-].[H-].[C:7]([O:11][C:12]([N:14]([C:25]([O:27][C:28]([CH3:31])([CH3:30])[CH3:29])=[O:26])[C:15]1[CH:24]=[CH:23][C:18]([C:19](OC)=[O:20])=[CH:17][N:16]=1)=[O:13])([CH3:10])([CH3:9])[CH3:8].